Task: Predict which catalyst facilitates the given reaction.. Dataset: Catalyst prediction with 721,799 reactions and 888 catalyst types from USPTO The catalyst class is: 11. Product: [CH2:1]([O:5][C:6]1[C:7]([CH3:33])=[CH:8][C:9]([CH3:32])=[C:10]([C:12]2[N:17]=[C:16]([CH:18]([C:34]3[CH:39]=[CH:38][CH:37]=[CH:36][CH:35]=3)[NH:19][C:20]3[C:25]([CH:26]([CH3:28])[CH3:27])=[CH:24][CH:23]=[CH:22][C:21]=3[CH:29]([CH3:31])[CH3:30])[CH:15]=[CH:14][CH:13]=2)[CH:11]=1)[CH2:2][CH:3]=[CH2:4]. Reactant: [CH2:1]([O:5][C:6]1[C:7]([CH3:33])=[CH:8][C:9]([CH3:32])=[C:10]([C:12]2[N:17]=[C:16]([CH:18]=[N:19][C:20]3[C:25]([CH:26]([CH3:28])[CH3:27])=[CH:24][CH:23]=[CH:22][C:21]=3[CH:29]([CH3:31])[CH3:30])[CH:15]=[CH:14][CH:13]=2)[CH:11]=1)[CH2:2][CH:3]=[CH2:4].[C:34]1([Mg]Br)[CH:39]=[CH:38][CH:37]=[CH:36][CH:35]=1.